Dataset: Forward reaction prediction with 1.9M reactions from USPTO patents (1976-2016). Task: Predict the product of the given reaction. (1) Given the reactants Cl[C:2]1[NH:6][C:5]2[CH:7]=[CH:8][C:9]([Cl:11])=[CH:10][C:4]=2[N:3]=1.[Cl:12][C:13]1[CH:14]=[N:15][CH:16]=[C:17]([Cl:25])[C:18]=1[N:19]1[CH2:24][CH2:23][NH:22][CH2:21][CH2:20]1, predict the reaction product. The product is: [Cl:11][C:9]1[CH:8]=[CH:7][C:5]2[N:6]=[C:2]([N:22]3[CH2:23][CH2:24][N:19]([C:18]4[C:17]([Cl:25])=[CH:16][N:15]=[CH:14][C:13]=4[Cl:12])[CH2:20][CH2:21]3)[NH:3][C:4]=2[CH:10]=1. (2) The product is: [F:25][C:21]([F:26])([C:20]([F:28])([F:27])[F:19])[C:22]([NH:13][CH2:14][CH2:15][CH2:16][CH2:17][NH:18][CH2:3][C:4]1[N:9]2[CH:10]=[CH:11][N:12]=[C:8]2[CH:7]=[CH:6][CH:5]=1)=[O:23]. Given the reactants Cl.Cl[CH2:3][C:4]1[N:9]2[CH:10]=[CH:11][N:12]=[C:8]2[CH:7]=[CH:6][CH:5]=1.[NH2:13][CH2:14][CH2:15][CH2:16][CH2:17][NH2:18].[F:19][C:20]([F:28])([F:27])[C:21]([F:26])([F:25])[C:22](O)=[O:23].C(N(CC)CC)C, predict the reaction product. (3) The product is: [CH2:37]([C:22]1[N:23]=[C:24]([NH2:25])[C:19]2[NH:18][N:17]=[C:16]([CH2:15][CH2:14][CH2:13][CH2:12][CH2:11][CH2:10][CH2:9][N:41]3[CH2:46][CH2:45][CH2:44][CH2:43][CH2:42]3)[C:20]=2[N:21]=1)[CH2:38][CH2:39][CH3:40]. Given the reactants C(N(CC)CC)C.Br[CH2:9][CH2:10][CH2:11][CH2:12][CH2:13][CH2:14][CH2:15][C:16]1[C:20]2[N:21]=[C:22]([CH2:37][CH2:38][CH2:39][CH3:40])[N:23]=[C:24]([NH:25]CC3C=CC(OC)=CC=3OC)[C:19]=2[NH:18][N:17]=1.[NH:41]1[CH2:46][CH2:45][CH2:44][CH2:43][CH2:42]1.FC(F)(F)C(O)=O, predict the reaction product.